Dataset: Forward reaction prediction with 1.9M reactions from USPTO patents (1976-2016). Task: Predict the product of the given reaction. Given the reactants [I:1][C:2]1[CH:3]=[C:4]2[C:8](=[CH:9][CH:10]=1)[NH:7][C:6](=[O:11])[C:5]2=O.C(O)(C(F)(F)F)=O.[CH2:20]([C@H:27]([O:38][C:39]1[CH:55]=[CH:54][C:42]([C:43]([NH:45][NH:46]C(OC(C)(C)C)=O)=[O:44])=[CH:41][CH:40]=1)[C:28]([O:30][CH2:31][C:32]1[CH:37]=[CH:36][CH:35]=[CH:34][CH:33]=1)=[O:29])[C:21]1[CH:26]=[CH:25][CH:24]=[CH:23][CH:22]=1, predict the reaction product. The product is: [I:1][C:2]1[CH:3]=[C:4]2[C:8](=[CH:9][CH:10]=1)[NH:7][C:6](=[O:11])[C:5]2=[N:46][NH:45][C:43]([C:42]1[CH:54]=[CH:55][C:39]([O:38][C@@H:27]([CH2:20][C:21]2[CH:22]=[CH:23][CH:24]=[CH:25][CH:26]=2)[C:28]([O:30][CH2:31][C:32]2[CH:37]=[CH:36][CH:35]=[CH:34][CH:33]=2)=[O:29])=[CH:40][CH:41]=1)=[O:44].